This data is from Peptide-MHC class II binding affinity with 134,281 pairs from IEDB. The task is: Regression. Given a peptide amino acid sequence and an MHC pseudo amino acid sequence, predict their binding affinity value. This is MHC class II binding data. (1) The peptide sequence is TAKLRWFHERGYVKL. The MHC is DRB1_0701 with pseudo-sequence DRB1_0701. The binding affinity (normalized) is 0.635. (2) The MHC is DRB3_0101 with pseudo-sequence DRB3_0101. The binding affinity (normalized) is 0. The peptide sequence is KTSLYNLRRGTALAIPQCRLTPLSRL.